This data is from Catalyst prediction with 721,799 reactions and 888 catalyst types from USPTO. The task is: Predict which catalyst facilitates the given reaction. Reactant: CC1(C)C(C)(C)OB([C:9]2[CH2:10][CH2:11][N:12]([C:15]([O:17][CH2:18][C:19]3[CH:24]=[CH:23][CH:22]=[CH:21][CH:20]=3)=[O:16])[CH2:13][CH:14]=2)O1.C(=O)([O-])[O-].[K+].[K+].FC(F)(F)S(O[C:38]1[CH:55]=[CH:54][C:41]2[CH2:42][CH2:43][N:44]([C:47]([O:49][C:50]([CH3:53])([CH3:52])[CH3:51])=[O:48])[CH2:45][CH2:46][C:40]=2[CH:39]=1)(=O)=O. Product: [C:19]1([CH2:18][O:17][C:15]([N:12]2[CH2:13][CH:14]=[C:9]([C:38]3[CH:55]=[CH:54][C:41]4[CH2:42][CH2:43][N:44]([C:47]([O:49][C:50]([CH3:51])([CH3:52])[CH3:53])=[O:48])[CH2:45][CH2:46][C:40]=4[CH:39]=3)[CH2:10][CH2:11]2)=[O:16])[CH:20]=[CH:21][CH:22]=[CH:23][CH:24]=1. The catalyst class is: 423.